From a dataset of Reaction yield outcomes from USPTO patents with 853,638 reactions. Predict the reaction yield, written as a fraction of the theoretical maximum amount of product (1.0 means a 100% yield; for example, 0.34 means a 34% yield). (1) The catalyst is CN(C=O)C. The product is [O:25]=[C:24]([C:26]1[CH:31]=[CH:30][CH:29]=[CH:28][CH:27]=1)[CH2:23][N:8]([CH2:7][C:6]1[CH:18]=[CH:19][C:3]([C:2]([F:1])([F:20])[F:21])=[CH:4][CH:5]=1)[S:9]([C:12]1[CH:17]=[CH:16][CH:15]=[CH:14][CH:13]=1)(=[O:10])=[O:11]. The reactants are [F:1][C:2]([F:21])([F:20])[C:3]1[CH:19]=[CH:18][C:6]([CH2:7][NH:8][S:9]([C:12]2[CH:17]=[CH:16][CH:15]=[CH:14][CH:13]=2)(=[O:11])=[O:10])=[CH:5][CH:4]=1.Br[CH2:23][C:24]([C:26]1[CH:31]=[CH:30][CH:29]=[CH:28][CH:27]=1)=[O:25].C(=O)([O-])[O-].[Cs+].[Cs+]. The yield is 0.870. (2) The yield is 0.510. The product is [C:8]([NH:9][C:10]([NH:13][CH2:14][C:15]#[C:16][C:17]1[CH:18]=[C:19]2[C:24](=[CH:25][CH:26]=1)[N:23]=[CH:22][N:21]=[C:20]2[NH:27][C:28]1[CH:33]=[CH:32][C:31]([O:34][C:35]2[CH:36]=[N:37][C:38]([CH3:41])=[CH:39][CH:40]=2)=[C:30]([CH3:42])[CH:29]=1)=[NH:11])#[N:12]. The reactants are C1(O[C:8](=[NH:12])[NH:9][C:10]#[N:11])C=CC=CC=1.[NH2:13][CH2:14][C:15]#[C:16][C:17]1[CH:18]=[C:19]2[C:24](=[CH:25][CH:26]=1)[N:23]=[CH:22][N:21]=[C:20]2[NH:27][C:28]1[CH:33]=[CH:32][C:31]([O:34][C:35]2[CH:36]=[N:37][C:38]([CH3:41])=[CH:39][CH:40]=2)=[C:30]([CH3:42])[CH:29]=1. The catalyst is C(O)(C)C.